From a dataset of Catalyst prediction with 721,799 reactions and 888 catalyst types from USPTO. Predict which catalyst facilitates the given reaction. (1) Reactant: [Cl:1][C:2]1[CH:7]=[CH:6][C:5]([C@@H:8]2[CH2:12][C@@H:11](O)[CH2:10][C@H:9]2[C:14]([N:16]2[CH2:21][CH2:20][C:19]([CH2:28][N:29]3[C:33]([CH3:35])([CH3:34])[CH2:32][O:31][C:30]3=[O:36])([CH:22]3[CH2:27][CH2:26][CH2:25][CH2:24][CH2:23]3)[CH2:18][CH2:17]2)=[O:15])=[CH:4][CH:3]=1.[CH3:37][NH:38][S:39]([C:42]1[CH:47]=[CH:46][C:45]([N+:48]([O-:50])=[O:49])=[CH:44][C:43]=1[N+:51]([O-:53])=[O:52])(=[O:41])=[O:40].C1(P(C2C=CC=CC=2)C2C=CC=CC=2)C=CC=CC=1.N(C(OCC)=O)=NC(OCC)=O. Product: [Cl:1][C:2]1[CH:3]=[CH:4][C:5]([C@H:8]2[C@H:9]([C:14]([N:16]3[CH2:17][CH2:18][C:19]([CH:22]4[CH2:27][CH2:26][CH2:25][CH2:24][CH2:23]4)([CH2:28][N:29]4[C:33]([CH3:34])([CH3:35])[CH2:32][O:31][C:30]4=[O:36])[CH2:20][CH2:21]3)=[O:15])[CH2:10][C@@H:11]([N:38]([CH3:37])[S:39]([C:42]3[CH:47]=[CH:46][C:45]([N+:48]([O-:50])=[O:49])=[CH:44][C:43]=3[N+:51]([O-:53])=[O:52])(=[O:41])=[O:40])[CH2:12]2)=[CH:6][CH:7]=1. The catalyst class is: 48. (2) Reactant: [NH:1]([C:3]1[CH:12]=[C:11]([CH3:13])[C:10]2[C:5](=[N:6][CH:7]=[CH:8][CH:9]=2)[N:4]=1)[NH2:2].[Cl:14][C:15]1[CH:16]=[C:17]([N:22]=[C:23]=[O:24])[CH:18]=[C:19]([Cl:21])[CH:20]=1. Product: [Cl:14][C:15]1[CH:16]=[C:17]([NH:22][C:23]([NH:2][NH:1][C:3]2[CH:12]=[C:11]([CH3:13])[C:10]3[C:5](=[N:6][CH:7]=[CH:8][CH:9]=3)[N:4]=2)=[O:24])[CH:18]=[C:19]([Cl:21])[CH:20]=1. The catalyst class is: 2. (3) The catalyst class is: 391. Product: [C:15]([O:14][C:12]([N:11]([CH3:19])[N:10]1[C:4]2[C:5](=[CH:25][C:26]([I:30])=[CH:27][C:28]=2[F:29])[C:6](=[O:7])[C:8]([C:20]([O:22][CH2:23][CH3:24])=[O:21])=[CH:9]1)=[O:13])([CH3:18])([CH3:17])[CH3:16]. Reactant: [H-].[Na+].F[C:4]1[C:28]([F:29])=[CH:27][C:26]([I:30])=[CH:25][C:5]=1[C:6]([C:8]([C:20]([O:22][CH2:23][CH3:24])=[O:21])=[CH:9][NH:10][N:11]([CH3:19])[C:12]([O:14][C:15]([CH3:18])([CH3:17])[CH3:16])=[O:13])=[O:7].